From a dataset of Forward reaction prediction with 1.9M reactions from USPTO patents (1976-2016). Predict the product of the given reaction. Given the reactants C([Li])CCC.[NH:6]([C:13]1[N:18]=[C:17]([C:19]2[N:23]([CH:24]([CH3:26])[CH3:25])[C:22]([CH:27]=[O:28])=[N:21][CH:20]=2)[CH:16]=[CH:15][N:14]=1)[C:7]1[CH:12]=[CH:11][CH:10]=[CH:9][CH:8]=1.CON(C)C(=O)[C:33]1[CH:38]=[CH:37][CH:36]=[CH:35][CH:34]=1, predict the reaction product. The product is: [NH:6]([C:13]1[N:18]=[C:17]([C:19]2[N:23]([CH:24]([CH3:25])[CH3:26])[C:22]([C:27](=[O:28])[C:33]3[CH:38]=[CH:37][CH:36]=[CH:35][CH:34]=3)=[N:21][CH:20]=2)[CH:16]=[CH:15][N:14]=1)[C:7]1[CH:12]=[CH:11][CH:10]=[CH:9][CH:8]=1.